This data is from Forward reaction prediction with 1.9M reactions from USPTO patents (1976-2016). The task is: Predict the product of the given reaction. (1) Given the reactants CC1C=CC(S(O[CH2:12][C@H:13]2[CH2:18][CH2:17][C@H:16]([N:19]3[C:23]4=[C:24]5[S:30][CH:29]=[CH:28][C:25]5=[N:26][CH:27]=[C:22]4[N:21]=[C:20]3[C@H:31]([OH:33])[CH3:32])[CH2:15][O:14]2)(=O)=O)=CC=1.[N-:34]=[N+:35]=[N-:36].[Na+], predict the reaction product. The product is: [N:34]([CH2:12][C@@H:13]1[O:14][CH2:15][C@@H:16]([N:19]2[C:23]3=[C:24]4[S:30][CH:29]=[CH:28][C:25]4=[N:26][CH:27]=[C:22]3[N:21]=[C:20]2[C@H:31]([OH:33])[CH3:32])[CH2:17][CH2:18]1)=[N+:35]=[N-:36]. (2) Given the reactants [CH:1]([C:3]1[C:4]([C:11]2[CH:16]=[CH:15][C:14]([O:17][CH:18]([CH3:20])[CH3:19])=[C:13]([CH3:21])[CH:12]=2)=[N:5][N:6]([CH3:10])[C:7]=1[O:8][CH3:9])=O.C([SiH](CC)CC)C, predict the reaction product. The product is: [CH3:10][N:6]1[C:7]([O:8][CH3:9])=[C:3]([CH3:1])[C:4]([C:11]2[CH:16]=[CH:15][C:14]([O:17][CH:18]([CH3:19])[CH3:20])=[C:13]([CH3:21])[CH:12]=2)=[N:5]1. (3) Given the reactants N1C2C(=CC=CC=2)C(=O)[C:2]1=O.[N:12]1[C:21]2[C:16](=[CH:17][CH:18]=[CH:19][CH:20]=2)[C:15]([C:22]([OH:24])=[O:23])=[CH:14][CH:13]=1, predict the reaction product. The product is: [CH3:2][C:13]1[CH:14]=[C:15]([C:22]([OH:24])=[O:23])[C:16]2[C:21](=[CH:20][CH:19]=[CH:18][CH:17]=2)[N:12]=1. (4) Given the reactants [C:1]([O:5][C:6](=[O:17])[NH:7][C@H:8]([C:10]1[CH:15]=[CH:14][C:13](Br)=[CH:12][CH:11]=1)[CH3:9])([CH3:4])([CH3:3])[CH3:2].C([Li])CCC.[N:23]1[CH:28]=[CH:27][CH:26]=[CH:25][C:24]=1[CH:29]=[O:30].O, predict the reaction product. The product is: [C:1]([O:5][C:6](=[O:17])[NH:7][C@H:8]([C:10]1[CH:15]=[CH:14][C:13]([CH:29]([OH:30])[C:24]2[CH:25]=[CH:26][CH:27]=[CH:28][N:23]=2)=[CH:12][CH:11]=1)[CH3:9])([CH3:4])([CH3:3])[CH3:2]. (5) Given the reactants [NH:1]1[CH:5]=[CH:4][C:3]([C:6]([O:8]C)=[O:7])=[N:2]1.[C:10]1([CH2:16][O:17][C:18]2[CH:23]=[CH:22][C:21]([Br:24])=[CH:20][C:19]=2[CH2:25]Br)[CH:15]=[CH:14][CH:13]=[CH:12][CH:11]=1.[OH-].[Li+].Cl.[CH3:30]C(C)([O-])C.[K+], predict the reaction product. The product is: [Br:24][C:21]1[CH:22]=[CH:23][C:18]([O:17][CH2:16][C:10]2[CH:15]=[CH:14][CH:13]=[CH:12][CH:11]=2)=[C:19]([CH2:25][N:1]2[C:5]([CH3:30])=[CH:4][C:3]([C:6]([OH:8])=[O:7])=[N:2]2)[CH:20]=1. (6) The product is: [F:1][C:2]1[CH:11]=[CH:10][C:5]2[N:6]([CH:26]([CH2:31][CH3:32])[C:27]([OH:29])=[O:28])[C:7](=[N:9][C:17](=[O:18])[C:16]3[CH:20]=[CH:21][CH:22]=[C:14]([C:13]([F:24])([F:23])[F:12])[CH:15]=3)[S:8][C:4]=2[CH:3]=1. Given the reactants [F:1][C:2]1[CH:11]=[CH:10][C:5]2[N:6]=[C:7]([NH2:9])[S:8][C:4]=2[CH:3]=1.[F:12][C:13]([F:24])([F:23])[C:14]1[CH:15]=[C:16]([CH:20]=[CH:21][CH:22]=1)[C:17](Cl)=[O:18].Br[CH:26]([CH2:31][CH3:32])[C:27]([O:29]C)=[O:28].COC1C=CC2N=C(N)SC=2C=1.ClC1C=C(C=CC=1)C(Cl)=O.BrCC(OCC)=O, predict the reaction product. (7) Given the reactants [F:1][C:2]1[CH:3]=[C:4]([N:19]2[CH2:23][CH:22]([CH2:24][N:25]=[C:26]=[S:27])[O:21][C:20]2=[O:28])[CH:5]=[CH:6][C:7]=1[N:8]1[CH:12]=[C:11]([CH2:13][N:14]2[CH:18]=[CH:17][CH:16]=[N:15]2)[N:10]=[CH:9]1.[CH3:29][OH:30], predict the reaction product. The product is: [F:1][C:2]1[CH:3]=[C:4]([N:19]2[CH2:23][CH:22]([CH2:24][NH:25][C:26](=[S:27])[O:30][CH3:29])[O:21][C:20]2=[O:28])[CH:5]=[CH:6][C:7]=1[N:8]1[CH:12]=[C:11]([CH2:13][N:14]2[CH:18]=[CH:17][CH:16]=[N:15]2)[N:10]=[CH:9]1.